This data is from CYP2D6 inhibition data for predicting drug metabolism from PubChem BioAssay. The task is: Regression/Classification. Given a drug SMILES string, predict its absorption, distribution, metabolism, or excretion properties. Task type varies by dataset: regression for continuous measurements (e.g., permeability, clearance, half-life) or binary classification for categorical outcomes (e.g., BBB penetration, CYP inhibition). Dataset: cyp2d6_veith. The compound is Cc1cccc(-n2c(C)cc(/C=N/n3cnnc3)c2C)c1. The result is 1 (inhibitor).